This data is from Peptide-MHC class II binding affinity with 134,281 pairs from IEDB. The task is: Regression. Given a peptide amino acid sequence and an MHC pseudo amino acid sequence, predict their binding affinity value. This is MHC class II binding data. (1) The peptide sequence is IDTLKKNENIKEL. The MHC is DRB1_0802 with pseudo-sequence DRB1_0802. The binding affinity (normalized) is 0.344. (2) The peptide sequence is SNDLAKYKANWIEIM. The MHC is HLA-DPA10201-DPB10501 with pseudo-sequence HLA-DPA10201-DPB10501. The binding affinity (normalized) is 0.320.